From a dataset of Full USPTO retrosynthesis dataset with 1.9M reactions from patents (1976-2016). Predict the reactants needed to synthesize the given product. (1) Given the product [NH2:1][C:2]1[N:17]=[CH:16][C:15]([C:27]2[CH:28]=[C:29]([CH2:32][N:33]3[CH2:34][CH2:35][O:36][CH2:37][CH2:38]3)[S:30][CH:31]=2)=[CH:14][C:3]=1[C:4]([NH:6][C:7]1[CH:12]=[CH:11][N:10]=[C:9]([CH3:13])[CH:8]=1)=[O:5], predict the reactants needed to synthesize it. The reactants are: [NH2:1][C:2]1[N:17]=[CH:16][C:15](Br)=[CH:14][C:3]=1[C:4]([NH:6][C:7]1[CH:12]=[CH:11][N:10]=[C:9]([CH3:13])[CH:8]=1)=[O:5].CC1(C)C(C)(C)OB([C:27]2[CH:28]=[C:29]([CH2:32][N:33]3[CH2:38][CH2:37][O:36][CH2:35][CH2:34]3)[S:30][CH:31]=2)O1. (2) Given the product [CH3:30][C:2]1[CH:3]=[CH:4][C:5]([C:6]([CH:8]2[CH2:9][CH2:10][N:11]([C:14]([C:16]3[CH:21]=[CH:20][C:19]([N:22]4[CH2:26][CH2:25][O:24][C:23]4=[O:27])=[CH:18][CH:17]=3)=[O:15])[CH2:12][CH2:13]2)=[O:7])=[CH:28][CH:29]=1, predict the reactants needed to synthesize it. The reactants are: Cl[C:2]1[CH:29]=[CH:28][C:5]([C:6]([CH:8]2[CH2:13][CH2:12][N:11]([C:14]([C:16]3[CH:21]=[CH:20][C:19]([N:22]4[CH2:26][CH2:25][O:24][C:23]4=[O:27])=[CH:18][CH:17]=3)=[O:15])[CH2:10][CH2:9]2)=[O:7])=[CH:4][CH:3]=1.[CH3:30]B(O)O.C1(P(C2CCCCC2)C2C=CC=CC=2C2C(OC)=CC=CC=2OC)CCCCC1.[F-].[K+].